From a dataset of Reaction yield outcomes from USPTO patents with 853,638 reactions. Predict the reaction yield, written as a fraction of the theoretical maximum amount of product (1.0 means a 100% yield; for example, 0.34 means a 34% yield). (1) The reactants are [OH:1][C:2]12[CH2:11][CH:6]3[CH2:7][CH:8]([CH2:10][C:4]([C:12](=[O:14])[CH3:13])([CH2:5]3)[CH2:3]1)[CH2:9]2.B.[Na]. The catalyst is O1CCCC1. The product is [OH:1][C:2]12[CH2:11][CH:6]3[CH2:7][CH:8]([CH2:10][C:4]([CH:12]([OH:14])[CH3:13])([CH2:5]3)[CH2:3]1)[CH2:9]2. The yield is 0.950. (2) The reactants are [CH3:1][N:2]([CH3:22])[C:3]1[CH:8]=[CH:7][C:6]([C:9]2[CH:18]=[C:17]([N+]([O-])=O)[C:16]3[C:11](=[CH:12][CH:13]=[CH:14][CH:15]=3)[N:10]=2)=[CH:5][N:4]=1.[F-:23].[K+]. No catalyst specified. The product is [F:23][C:17]1[C:16]2[C:11](=[CH:12][CH:13]=[CH:14][CH:15]=2)[N:10]=[C:9]([C:6]2[CH:7]=[CH:8][C:3]([N:2]([CH3:22])[CH3:1])=[N:4][CH:5]=2)[CH:18]=1. The yield is 0.370.